The task is: Predict which catalyst facilitates the given reaction.. This data is from Catalyst prediction with 721,799 reactions and 888 catalyst types from USPTO. Reactant: [O:1]=[C:2]1[N:6]([C@@H:7]([C:9]2[CH:14]=[CH:13][CH:12]=[CH:11][CH:10]=2)[CH3:8])[CH2:5][C@H:4]([C:15]([OH:17])=O)[CH2:3]1.C(C1NC=CN=1)(C1[NH:21]C=CN=1)=O.N.C1COCC1. Product: [O:1]=[C:2]1[N:6]([C@@H:7]([C:9]2[CH:14]=[CH:13][CH:12]=[CH:11][CH:10]=2)[CH3:8])[CH2:5][C@H:4]([C:15]([NH2:21])=[O:17])[CH2:3]1. The catalyst class is: 1.